This data is from Full USPTO retrosynthesis dataset with 1.9M reactions from patents (1976-2016). The task is: Predict the reactants needed to synthesize the given product. (1) Given the product [CH:22]1[CH:21]=[CH:20][C:19]2[S:15][N:16]=[C:17]([N:24]3[CH2:25][CH2:26][N:27]([CH2:2][CH2:3][C:4]4[CH:5]=[C:6]5[CH2:7][C:8](=[O:14])[NH:9][C:10]5=[CH:11][C:12]=4[Cl:13])[CH2:28][CH2:29]3)[C:18]=2[CH:23]=1, predict the reactants needed to synthesize it. The reactants are: Cl[CH2:2][CH2:3][C:4]1[CH:5]=[C:6]2[C:10](=[CH:11][C:12]=1[Cl:13])[NH:9][C:8](=[O:14])[CH2:7]2.[S:15]1[C:19]2[CH:20]=[CH:21][CH:22]=[CH:23][C:18]=2[C:17]([N:24]2[CH2:29][CH2:28][NH:27][CH2:26][CH2:25]2)=[N:16]1.C(=O)([O-])[O-].[Na+].[Na+].[I-].[Na+]. (2) Given the product [CH3:18][O:11][C:10]([C:3]1[C:4]2[C:9](=[CH:8][CH:7]=[CH:6][CH:5]=2)[NH:1][N:2]=1)=[O:12], predict the reactants needed to synthesize it. The reactants are: [NH:1]1[C:9]2[C:4](=[CH:5][CH:6]=[CH:7][CH:8]=2)[C:3]([C:10]([OH:12])=[O:11])=[N:2]1.OS(O)(=O)=O.[CH3:18]O. (3) Given the product [Cl:8][C:5]1[N:6]=[CH:7][C:2]([CH:14]2[C:23]3[C:18](=[CH:19][CH:20]=[CH:21][CH:22]=3)[CH2:17][CH2:16][N:15]2[C:25]([O:27][CH2:28][C:29]2[CH:34]=[CH:33][CH:32]=[CH:31][CH:30]=2)=[O:26])=[CH:3][CH:4]=1, predict the reactants needed to synthesize it. The reactants are: Br[C:2]1[CH:3]=[CH:4][C:5]([Cl:8])=[N:6][CH:7]=1.C([Mg]Cl)(C)C.[CH:14]1[C:23]2[C:18](=[CH:19][CH:20]=[CH:21][CH:22]=2)[CH2:17][CH2:16][N:15]=1.Cl[C:25]([O:27][CH2:28][C:29]1[CH:34]=[CH:33][CH:32]=[CH:31][CH:30]=1)=[O:26].[C@H](O)(C([O-])=O)[C@@H](O)C([O-])=O.[Na+].[K+].